Dataset: Reaction yield outcomes from USPTO patents with 853,638 reactions. Task: Predict the reaction yield, written as a fraction of the theoretical maximum amount of product (1.0 means a 100% yield; for example, 0.34 means a 34% yield). (1) The reactants are [Li+].[OH-].C([O:5][C:6]([C:8]12[CH2:25][CH:24]1[CH:23]=[CH:22][CH2:21][CH2:20][CH2:19][CH2:18][N:17]([CH3:26])[C:16](=[O:27])[CH:15]1[CH:11]([CH2:12][CH:13]([O:28][C:29]3[C:38]4[C:33](=[C:34]([CH3:41])[C:35]([O:39][CH3:40])=[CH:36][CH:37]=4)[N:32]=[C:31]([C:42]4[N:43]=[C:44]([CH:47]5[CH2:52][CH2:51][CH2:50][CH2:49][CH2:48]5)[S:45][CH:46]=4)[CH:30]=3)[CH2:14]1)[C:10](=[O:53])[NH:9]2)=[O:7])C. The catalyst is CO.C1COCC1.O. The product is [CH:47]1([C:44]2[S:45][CH:46]=[C:42]([C:31]3[CH:30]=[C:29]([O:28][CH:13]4[CH2:12][CH:11]5[CH:15]([C:16](=[O:27])[N:17]([CH3:26])[CH2:18][CH2:19][CH2:20][CH2:21][CH:22]=[CH:23][CH:24]6[C:8]([C:6]([OH:7])=[O:5])([NH:9][C:10]5=[O:53])[CH2:25]6)[CH2:14]4)[C:38]4[C:33](=[C:34]([CH3:41])[C:35]([O:39][CH3:40])=[CH:36][CH:37]=4)[N:32]=3)[N:43]=2)[CH2:48][CH2:49][CH2:50][CH2:51][CH2:52]1. The yield is 0.950. (2) The reactants are [CH3:1][O:2][C:3]1[CH:26]=[CH:25][C:6]([CH2:7][N:8]2[CH2:14][C:13]3[CH:15]=[C:16]([C:19]([O:21]C)=O)[CH:17]=[CH:18][C:12]=3[N:11]([CH3:23])[C:10](=[O:24])[CH2:9]2)=[CH:5][CH:4]=1.[NH2:27][OH:28].[OH-].[Na+]. The catalyst is CO.C1COCC1. The product is [OH:28][NH:27][C:19]([C:16]1[CH:17]=[CH:18][C:12]2[N:11]([CH3:23])[C:10](=[O:24])[CH2:9][N:8]([CH2:7][C:6]3[CH:25]=[CH:26][C:3]([O:2][CH3:1])=[CH:4][CH:5]=3)[CH2:14][C:13]=2[CH:15]=1)=[O:21]. The yield is 0.170. (3) The reactants are [Li]CCCC.Br[C:7]1[CH:12]=[CH:11][N:10]=[C:9]([N:13]([CH3:15])[CH3:14])[CH:8]=1.[CH2:16]([N:23]([CH3:31])[CH:24]1[CH2:29][CH2:28][C:27](=[O:30])[CH2:26][CH2:25]1)[C:17]1[CH:22]=[CH:21][CH:20]=[CH:19][CH:18]=1. The catalyst is C(OCC)C. The product is [CH2:16]([N:23]([CH3:31])[CH:24]1[CH2:29][CH2:28][C:27]([C:7]2[CH:12]=[CH:11][N:10]=[C:9]([N:13]([CH3:15])[CH3:14])[CH:8]=2)([OH:30])[CH2:26][CH2:25]1)[C:17]1[CH:22]=[CH:21][CH:20]=[CH:19][CH:18]=1. The yield is 0.710.